From a dataset of Reaction yield outcomes from USPTO patents with 853,638 reactions. Predict the reaction yield, written as a fraction of the theoretical maximum amount of product (1.0 means a 100% yield; for example, 0.34 means a 34% yield). (1) The reactants are Br.Br[CH:3]([C:5]1[CH:6]=[C:7]([C:23]([N:25]([CH3:27])[CH3:26])=[O:24])[CH:8]=[C:9]2[C:14]=1[O:13][C:12]([N:15]1[CH2:20][CH2:19][O:18][C@H:17]([CH3:21])[CH2:16]1)=[CH:11][C:10]2=[O:22])[CH3:4].[F:28][C:29]1[CH:30]=[C:31]([CH:33]=[C:34]([F:36])[CH:35]=1)[NH2:32]. The catalyst is CC(N(C)C)=O. The product is [F:28][C:29]1[CH:30]=[C:31]([NH:32][CH:3]([C:5]2[CH:6]=[C:7]([C:23]([N:25]([CH3:27])[CH3:26])=[O:24])[CH:8]=[C:9]3[C:14]=2[O:13][C:12]([N:15]2[CH2:20][CH2:19][O:18][C@H:17]([CH3:21])[CH2:16]2)=[CH:11][C:10]3=[O:22])[CH3:4])[CH:33]=[C:34]([F:36])[CH:35]=1. The yield is 0.570. (2) The catalyst is CN1CCCC1=O. The product is [Br:12][CH2:13][CH2:14][CH2:15][CH2:16][CH2:17][O:1][C:2]1[CH:11]=[CH:10][CH:9]=[C:8]2[C:3]=1[CH:4]=[CH:5][CH:6]=[N:7]2. The reactants are [OH:1][C:2]1[CH:11]=[CH:10][CH:9]=[C:8]2[C:3]=1[CH:4]=[CH:5][CH:6]=[N:7]2.[Br:12][CH2:13][CH2:14][CH2:15][CH2:16][CH2:17]Br.C(=O)([O-])[O-].[K+].[K+]. The yield is 0.620. (3) The reactants are [C:1]([O:9]CC)(=[O:8])[CH2:2][C:3](OCC)=O.[H-].[Na+].ClC[C:16]1[CH:17]=[N:18][O:19][C:20]=1[C:21]1[CH:26]=[CH:25][C:24]([CH3:27])=[CH:23][CH:22]=1.Cl. The catalyst is O1CCCC1. The product is [CH3:27][C:24]1[CH:25]=[CH:26][C:21]([C:20]2[O:19][N:18]=[CH:17][C:16]=2[CH2:3][CH2:2][C:1]([OH:9])=[O:8])=[CH:22][CH:23]=1. The yield is 0.700. (4) The reactants are [Br:1][CH:2]([C:6]1[CH:11]=[CH:10][CH:9]=[CH:8][CH:7]=1)[C:3]([OH:5])=[O:4].[C:12]1([C@@H:18](O)[CH3:19])[CH:17]=[CH:16][CH:15]=[CH:14][CH:13]=1.CCN=C=NCCCN(C)C. The catalyst is CN(C1C=CN=CC=1)C.C(Cl)Cl.C(OCC)(=O)C. The product is [Br:1][CH:2]([C:6]1[CH:11]=[CH:10][CH:9]=[CH:8][CH:7]=1)[C:3]([O:5][C@H:18]([C:12]1[CH:17]=[CH:16][CH:15]=[CH:14][CH:13]=1)[CH3:19])=[O:4]. The yield is 0.760. (5) The reactants are [F:1][C:2]1[CH:7]=[CH:6][CH:5]=[C:4]([F:8])[C:3]=1[O:9][C:10]1[CH:15]=[CH:14][C:13]([N+:16]([O-])=O)=[CH:12][CH:11]=1.O.NN. The catalyst is CO.[Ni]. The product is [F:1][C:2]1[CH:7]=[CH:6][CH:5]=[C:4]([F:8])[C:3]=1[O:9][C:10]1[CH:11]=[CH:12][C:13]([NH2:16])=[CH:14][CH:15]=1. The yield is 0.910.